This data is from Catalyst prediction with 721,799 reactions and 888 catalyst types from USPTO. The task is: Predict which catalyst facilitates the given reaction. (1) Reactant: O=[S:2](Cl)Cl.[NH2:5][C:6]1[C:11]([NH2:12])=[CH:10][CH:9]=[CH:8][C:7]=1[CH3:13]. Product: [CH3:13][C:7]1[C:6]2[C:11](=[N:12][S:2][N:5]=2)[CH:10]=[CH:9][CH:8]=1. The catalyst class is: 638. (2) Reactant: [Cl:1][C:2]1[CH:3]=[C:4]([NH:20][C:21]2[C:31]3[CH:30]=[C:29]([C:32]([O:34]C)=[O:33])[CH2:28][CH2:27][NH:26][C:25]=3[N:24]=[CH:23][N:22]=2)[CH:5]=[N:6][C:7]=1[O:8][C:9]1[CH:14]=[CH:13][CH:12]=[C:11]([O:15][C:16]([F:19])([F:18])[F:17])[CH:10]=1.[OH-].[Na+].Cl. Product: [Cl:1][C:2]1[CH:3]=[C:4]([NH:20][C:21]2[C:31]3[CH:30]=[C:29]([C:32]([OH:34])=[O:33])[CH2:28][CH2:27][NH:26][C:25]=3[N:24]=[CH:23][N:22]=2)[CH:5]=[N:6][C:7]=1[O:8][C:9]1[CH:14]=[CH:13][CH:12]=[C:11]([O:15][C:16]([F:17])([F:18])[F:19])[CH:10]=1. The catalyst class is: 214.